Dataset: Catalyst prediction with 721,799 reactions and 888 catalyst types from USPTO. Task: Predict which catalyst facilitates the given reaction. (1) Reactant: Br[C:2]1[CH:7]=[CH:6][CH:5]=[CH:4][C:3]=1[CH3:8].C(=O)([O-])[O-].[Na+].[Na+].[Cl:15][C:16]1[CH:21]=[CH:20][CH:19]=[C:18]([O:22][CH3:23])[C:17]=1B(O)O. Product: [Cl:15][C:16]1[CH:21]=[CH:20][CH:19]=[C:18]([O:22][CH3:23])[C:17]=1[C:2]1[CH:7]=[CH:6][CH:5]=[CH:4][C:3]=1[CH3:8]. The catalyst class is: 659. (2) Reactant: [H-].C([Al+]CC(C)C)C(C)C.C([O:13][C:14]([C:16]1[N:17]=[C:18](/[CH:21]=[CH:22]/[C:23]2[CH:28]=[CH:27][CH:26]=[CH:25][CH:24]=2)[O:19][CH:20]=1)=O)C.CO. Product: [CH:14]([C:16]1[N:17]=[C:18](/[CH:21]=[CH:22]/[C:23]2[CH:28]=[CH:27][CH:26]=[CH:25][CH:24]=2)[O:19][CH:20]=1)=[O:13]. The catalyst class is: 4.